From a dataset of Reaction yield outcomes from USPTO patents with 853,638 reactions. Predict the reaction yield, written as a fraction of the theoretical maximum amount of product (1.0 means a 100% yield; for example, 0.34 means a 34% yield). (1) The reactants are [Br:1][C:2]1[CH:3]=[CH:4][C:5]([CH3:16])=[C:6]([C:8]2[CH:13]=[C:12](Cl)[N:11]=[C:10]([NH2:15])[N:9]=2)[CH:7]=1.[Br:17][C:18]1[CH:23]=[CH:22][C:21]([NH2:24])=[CH:20][CH:19]=1. No catalyst specified. The product is [Br:1][C:2]1[CH:3]=[CH:4][C:5]([CH3:16])=[C:6]([C:8]2[N:9]=[C:10]([NH2:15])[N:11]=[C:12]([NH:24][C:21]3[CH:22]=[CH:23][C:18]([Br:17])=[CH:19][CH:20]=3)[CH:13]=2)[CH:7]=1. The yield is 0.910. (2) The reactants are [CH3:1][C:2]1[O:3][C:4]([C:10]2[CH:15]=[CH:14][CH:13]=[CH:12][CH:11]=2)=[CH:5][C:6]=1[C:7]([OH:9])=O.[CH3:16][O:17][C:18]1[CH:19]=[C:20]([C:26]2([CH2:31][NH2:32])[CH2:30][CH2:29][CH2:28][CH2:27]2)[CH:21]=[CH:22][C:23]=1[O:24][CH3:25].C(N(CC)CC)C.F[P-](F)(F)(F)(F)F.N1(OC(N(C)C)=[N+](C)C)C2N=CC=CC=2N=N1. The catalyst is C(#N)C. The product is [CH3:16][O:17][C:18]1[CH:19]=[C:20]([C:26]2([CH2:31][NH:32][C:7]([C:6]3[CH:5]=[C:4]([C:10]4[CH:15]=[CH:14][CH:13]=[CH:12][CH:11]=4)[O:3][C:2]=3[CH3:1])=[O:9])[CH2:27][CH2:28][CH2:29][CH2:30]2)[CH:21]=[CH:22][C:23]=1[O:24][CH3:25]. The yield is 0.203. (3) The reactants are [C:1]([O:5][C:6]([N:8]1[CH2:13][CH2:12][N:11]([C:14]2[CH:15]=[N:16][C:17]([N+:20]([O-])=O)=[CH:18][CH:19]=2)[CH2:10][C:9]1([CH3:24])[CH3:23])=[O:7])([CH3:4])([CH3:3])[CH3:2]. The catalyst is C1COCC1.[Ni]. The product is [C:1]([O:5][C:6]([N:8]1[CH2:13][CH2:12][N:11]([C:14]2[CH:15]=[N:16][C:17]([NH2:20])=[CH:18][CH:19]=2)[CH2:10][C:9]1([CH3:24])[CH3:23])=[O:7])([CH3:4])([CH3:2])[CH3:3]. The yield is 0.845. (4) The reactants are N.Br[C:3]1[CH:8]=[C:7]([O:9][CH3:10])[C:6]([O:11][CH3:12])=[CH:5][C:4]=1[CH2:13][CH2:14][C:15]#[N:16]. No catalyst specified. The product is [CH3:12][O:11][C:6]1[CH:5]=[C:4]2[C:3](=[CH:8][C:7]=1[O:9][CH3:10])[CH:14]([C:15]#[N:16])[CH2:13]2. The yield is 0.740. (5) The reactants are [NH2:1][C@H:2]1[C@H:7]2[C@@H:3]1[O:4][C:5]1[CH:11]=[CH:10][C:9]([O:12][C:13]3[C:22]4[CH2:21][NH:20][C:19](=[O:23])[NH:18][C:17]=4[N:16]=[CH:15][CH:14]=3)=[CH:8][C:6]=12.[CH2:24]([N:26]1[CH2:31][CH2:30][N:29]([CH2:32][C:33]2[CH:41]=[CH:40][C:36]([C:37](O)=[O:38])=[CH:35][C:34]=2[C:42]([F:45])([F:44])[F:43])[CH2:28][CH2:27]1)[CH3:25].CN(C(ON1N=NC2C=CC=NC1=2)=[N+](C)C)C.F[P-](F)(F)(F)(F)F.CCN(C(C)C)C(C)C. The catalyst is CN(C=O)C. The product is [CH2:24]([N:26]1[CH2:27][CH2:28][N:29]([CH2:32][C:33]2[CH:41]=[CH:40][C:36]([C:37]([NH:1][C@H:2]3[C@H:7]4[C@@H:3]3[O:4][C:5]3[CH:11]=[CH:10][C:9]([O:12][C:13]5[C:22]6[CH2:21][NH:20][C:19](=[O:23])[NH:18][C:17]=6[N:16]=[CH:15][CH:14]=5)=[CH:8][C:6]=34)=[O:38])=[CH:35][C:34]=2[C:42]([F:45])([F:43])[F:44])[CH2:30][CH2:31]1)[CH3:25]. The yield is 0.750. (6) The reactants are [NH:1]1[C:9]2[C:4](=[CH:5][CH:6]=[CH:7][N:8]=2)[CH:3]=[CH:2]1.[Br:10][C:11]1[CH:19]=[CH:18][C:14]([C:15](Cl)=[O:16])=[CH:13][N:12]=1.[Cl-].[Cl-].[Cl-].[Al+3]. The catalyst is ClCCl. The product is [Br:10][C:11]1[N:12]=[CH:13][C:14]([C:15]([C:3]2[C:4]3[C:9](=[N:8][CH:7]=[CH:6][CH:5]=3)[NH:1][CH:2]=2)=[O:16])=[CH:18][CH:19]=1. The yield is 0.110.